This data is from Reaction yield outcomes from USPTO patents with 853,638 reactions. The task is: Predict the reaction yield, written as a fraction of the theoretical maximum amount of product (1.0 means a 100% yield; for example, 0.34 means a 34% yield). (1) The reactants are [H-].[Na+].[NH:3]1[CH:7]=[CH:6][N:5]=[CH:4]1.Cl[CH2:9][C:10]([N:12]([O:14][CH3:15])[CH3:13])=[O:11]. The catalyst is O1CCCC1. The product is [N:3]1([CH2:9][C:10]([N:12]([O:14][CH3:15])[CH3:13])=[O:11])[CH:7]=[CH:6][N:5]=[CH:4]1. The yield is 0.370. (2) The reactants are [CH3:1][C:2]([O:5][C:6]([N:8]1[CH2:13][CH2:12][N:11]([CH3:14])[CH2:10][CH:9]1[C:15](=[O:20])N(OC)C)=[O:7])([CH3:4])[CH3:3].[O:21]1[C:25]2[CH:26]=[CH:27][CH:28]=[CH:29][C:24]=2[CH:23]=[CH:22]1. No catalyst specified. The product is [C:2]([O:5][C:6]([N:8]1[CH2:13][CH2:12][N:11]([CH3:14])[CH2:10][CH:9]1[C:15]([C:22]1[O:21][C:25]2[CH:26]=[CH:27][CH:28]=[CH:29][C:24]=2[CH:23]=1)=[O:20])=[O:7])([CH3:1])([CH3:3])[CH3:4]. The yield is 0.520.